Dataset: Reaction yield outcomes from USPTO patents with 853,638 reactions. Task: Predict the reaction yield, written as a fraction of the theoretical maximum amount of product (1.0 means a 100% yield; for example, 0.34 means a 34% yield). The reactants are [OH:1][C:2]1[C:11](=[O:12])[C:10]2[C:5](=[CH:6][C:7](OS(C(F)(F)F)(=O)=O)=[CH:8][C:9]=2[OH:13])[O:4][C:3]=1[C:22]1[CH:27]=[CH:26][CH:25]=[CH:24][CH:23]=1.[NH:28]1[CH2:33][CH2:32][O:31][CH2:30][CH2:29]1.C1(C2C=CC=CC=2)C=CC=CC=1P(C(C)(C)C)C(C)(C)C.[O-]P([O-])([O-])=O.[K+].[K+].[K+]. The catalyst is C1COCC1.C1C=CC(/C=C/C(/C=C/C2C=CC=CC=2)=O)=CC=1.C1C=CC(/C=C/C(/C=C/C2C=CC=CC=2)=O)=CC=1.C1C=CC(/C=C/C(/C=C/C2C=CC=CC=2)=O)=CC=1.[Pd].[Pd]. The product is [OH:1][C:2]1[C:11](=[O:12])[C:10]2[C:5](=[CH:6][C:7]([N:28]3[CH2:33][CH2:32][O:31][CH2:30][CH2:29]3)=[CH:8][C:9]=2[OH:13])[O:4][C:3]=1[C:22]1[CH:23]=[CH:24][CH:25]=[CH:26][CH:27]=1. The yield is 0.0900.